From a dataset of Catalyst prediction with 721,799 reactions and 888 catalyst types from USPTO. Predict which catalyst facilitates the given reaction. (1) Reactant: Cl.[NH2:2][CH2:3][C:4]1[CH:9]=[CH:8][C:7]([C:10]2[C:11]([C:17]([O:19][CH3:20])=[O:18])=[C:12]([F:16])[CH:13]=[CH:14][CH:15]=2)=[CH:6][C:5]=1[F:21].C(N(CC)CC)C.[C:29]1(=[O:34])[O:33][CH2:32][CH2:31][CH2:30]1. Product: [F:16][C:12]1[CH:13]=[CH:14][CH:15]=[C:10]([C:7]2[CH:8]=[CH:9][C:4]([CH2:3][NH:2][C:32](=[O:33])[CH2:31][CH2:30][CH2:29][OH:34])=[C:5]([F:21])[CH:6]=2)[C:11]=1[C:17]([O:19][CH3:20])=[O:18]. The catalyst class is: 5. (2) Reactant: Br[C:2]1[CH:3]=[C:4]2[C:9](=[CH:10][CH:11]=1)[C:8](=[O:12])[NH:7][C:6](=[O:13])/[C:5]/2=[CH:14]\[NH:15][C:16]1[CH:21]=[CH:20][C:19]([N:22]2[CH2:27][C@H:26]([CH3:28])[N:25]([CH3:29])[C@H:24]([CH3:30])[CH2:23]2)=[CH:18][CH:17]=1.[O:31]1[CH:35]=[CH:34][C:33](B(O)O)=[CH:32]1.C(P(C(C)(C)C)C1C=CC=CC=1C1C=CC=CC=1)(C)(C)C.C(=O)([O-])[O-].[Na+].[Na+]. Product: [O:31]1[CH:35]=[CH:34][C:33]([C:2]2[CH:3]=[C:4]3[C:9](=[CH:10][CH:11]=2)[C:8](=[O:12])[NH:7][C:6](=[O:13])/[C:5]/3=[CH:14]\[NH:15][C:16]2[CH:21]=[CH:20][C:19]([N:22]3[CH2:27][C@H:26]([CH3:28])[N:25]([CH3:29])[C@H:24]([CH3:30])[CH2:23]3)=[CH:18][CH:17]=2)=[CH:32]1. The catalyst class is: 3. (3) Reactant: [SH:1][C:2]1[CH:7]=[CH:6][N:5]=[CH:4][CH:3]=1.[F:8][C:9]1[CH:10]=[C:11]([N+:16]([O-])=O)[CH:12]=[CH:13][C:14]=1F.C(=O)([O-])[O-].[K+].[K+]. Product: [F:8][C:9]1[CH:10]=[C:11]([CH:12]=[CH:13][C:14]=1[S:1][C:2]1[CH:7]=[CH:6][N:5]=[CH:4][CH:3]=1)[NH2:16]. The catalyst class is: 248.